Dataset: Reaction yield outcomes from USPTO patents with 853,638 reactions. Task: Predict the reaction yield, written as a fraction of the theoretical maximum amount of product (1.0 means a 100% yield; for example, 0.34 means a 34% yield). (1) The reactants are [NH2:1][C:2]1[CH:7]=[CH:6][C:5]([C:8]([N:10]2[CH2:15][CH2:14][CH:13]([NH:16][C:17]3[N:22]=[C:21]([C:23]4[C:31]5[C:26](=[CH:27][CH:28]=[CH:29][CH:30]=5)[N:25](S(C5C=CC=CC=5)(=O)=O)[CH:24]=4)[C:20]([Cl:41])=[CH:19][N:18]=3)[CH2:12][CH2:11]2)=[O:9])=[C:4]([CH3:42])[CH:3]=1.[OH-].[Na+]. The catalyst is O1CCOCC1. The product is [NH2:1][C:2]1[CH:7]=[CH:6][C:5]([C:8]([N:10]2[CH2:15][CH2:14][CH:13]([NH:16][C:17]3[N:22]=[C:21]([C:23]4[C:31]5[C:26](=[CH:27][CH:28]=[CH:29][CH:30]=5)[NH:25][CH:24]=4)[C:20]([Cl:41])=[CH:19][N:18]=3)[CH2:12][CH2:11]2)=[O:9])=[C:4]([CH3:42])[CH:3]=1. The yield is 0.810. (2) The reactants are [CH:1]1([C@@H:4]2[CH2:9][CH2:8][N:7](C(OCC3C=CC=CC=3)=O)[CH2:6][C@H:5]2[NH:20][P:21]([O:26][CH2:27][CH3:28])([O:23][CH2:24][CH3:25])=[O:22])[CH2:3][CH2:2]1.[H][H]. The catalyst is CO.[Pd]. The product is [CH:1]1([C@@H:4]2[CH2:9][CH2:8][NH:7][CH2:6][C@H:5]2[NH:20][P:21](=[O:22])([O:23][CH2:24][CH3:25])[O:26][CH2:27][CH3:28])[CH2:2][CH2:3]1. The yield is 1.00.